This data is from Full USPTO retrosynthesis dataset with 1.9M reactions from patents (1976-2016). The task is: Predict the reactants needed to synthesize the given product. (1) The reactants are: C(OC(=O)[NH:10][CH2:11][CH:12]1[CH2:17][CH2:16][CH2:15][N:14]([CH2:18][CH2:19][C:20]2[CH:25]=[CH:24][C:23]([F:26])=[CH:22][CH:21]=2)[CH2:13]1)C1C=CC=CC=1. Given the product [F:26][C:23]1[CH:24]=[CH:25][C:20]([CH2:19][CH2:18][N:14]2[CH2:15][CH2:16][CH2:17][CH:12]([CH2:11][NH2:10])[CH2:13]2)=[CH:21][CH:22]=1, predict the reactants needed to synthesize it. (2) Given the product [Cl:1][C:2]1[CH:3]=[N:4][C:5]([N:11]2[CH2:15][CH2:14][CH:13]([O:16][C:17]3[CH:22]=[CH:21][CH:20]=[C:19]([C:23]([F:25])([F:26])[F:24])[CH:18]=3)[CH2:12]2)=[C:6]([CH:10]=1)[C:7]([NH:28][C:29]1([C:32]2[CH:41]=[CH:40][C:35]([C:36]([O:38][CH3:39])=[O:37])=[CH:34][CH:33]=2)[CH2:31][CH2:30]1)=[O:9], predict the reactants needed to synthesize it. The reactants are: [Cl:1][C:2]1[CH:3]=[N:4][C:5]([N:11]2[CH2:15][CH2:14][CH:13]([O:16][C:17]3[CH:22]=[CH:21][CH:20]=[C:19]([C:23]([F:26])([F:25])[F:24])[CH:18]=3)[CH2:12]2)=[C:6]([CH:10]=1)[C:7]([OH:9])=O.Cl.[NH2:28][C:29]1([C:32]2[CH:41]=[CH:40][C:35]([C:36]([O:38][CH3:39])=[O:37])=[CH:34][CH:33]=2)[CH2:31][CH2:30]1.